From a dataset of Forward reaction prediction with 1.9M reactions from USPTO patents (1976-2016). Predict the product of the given reaction. Given the reactants [H-].[Na+].[Cl:3][C:4]1[CH:29]=[CH:28][C:27]([O:30][CH3:31])=[CH:26][C:5]=1[O:6][C:7]1[C:8]([NH:17][S:18](=[O:25])(=[O:24])[NH:19][CH2:20][CH2:21][O:22][CH3:23])=[N:9][CH:10]=[N:11][C:12]=1[O:13][CH2:14][CH2:15][OH:16].[Br:32][C:33]1[CH:34]=[N:35][C:36](Cl)=[N:37][CH:38]=1, predict the reaction product. The product is: [Br:32][C:33]1[CH:34]=[N:35][C:36]([O:16][CH2:15][CH2:14][O:13][C:12]2[N:11]=[CH:10][N:9]=[C:8]([NH:17][S:18](=[O:25])(=[O:24])[NH:19][CH2:20][CH2:21][O:22][CH3:23])[C:7]=2[O:6][C:5]2[CH:26]=[C:27]([O:30][CH3:31])[CH:28]=[CH:29][C:4]=2[Cl:3])=[N:37][CH:38]=1.